This data is from Catalyst prediction with 721,799 reactions and 888 catalyst types from USPTO. The task is: Predict which catalyst facilitates the given reaction. (1) Reactant: [CH:1]([Mg]Cl)([CH3:3])[CH3:2].[CH2:6]([O:13][C:14]1[CH:19]=[CH:18][C:17]([C:20]([C:25]2[CH:37]=[CH:36][C:28]([O:29][CH2:30][C:31](=[O:35])[CH:32]([CH3:34])[CH3:33])=[C:27]([CH3:38])[CH:26]=2)([CH2:23][CH3:24])[CH2:21][CH3:22])=[CH:16][C:15]=1[CH3:39])[C:7]1[CH:12]=[CH:11][CH:10]=[CH:9][CH:8]=1. Product: [CH2:6]([O:13][C:14]1[CH:19]=[CH:18][C:17]([C:20]([C:25]2[CH:37]=[CH:36][C:28]([O:29][CH2:30][C:31]([OH:35])([CH:1]([CH3:3])[CH3:2])[CH:32]([CH3:33])[CH3:34])=[C:27]([CH3:38])[CH:26]=2)([CH2:21][CH3:22])[CH2:23][CH3:24])=[CH:16][C:15]=1[CH3:39])[C:7]1[CH:8]=[CH:9][CH:10]=[CH:11][CH:12]=1. The catalyst class is: 1. (2) Reactant: [CH3:1][CH:2]([CH2:7][CH:8]([CH3:10])[CH3:9])[CH2:3][C:4](=O)[CH3:5].[C:11]([CH2:13][C:14]([O:16][CH2:17][CH3:18])=[O:15])#[N:12].C([O-])(=O)C.[NH4+].CC1CCCCC1. Product: [C:14]([C:13](=[C:4]([CH3:5])[CH2:3][CH:2]([CH3:1])[CH2:7][CH:8]([CH3:10])[CH3:9])[C:11]#[N:12])([O:16][CH2:17][CH3:18])=[O:15]. The catalyst class is: 211. (3) Reactant: O.[OH-].[K+].[CH3:4][O:5][CH2:6][O:7][CH2:8][C:9]1[CH:10]=[C:11]([C:20]([O:22]CC)=[O:21])[N:12]([C:14]2[CH:19]=[CH:18][CH:17]=[CH:16][CH:15]=2)[N:13]=1. Product: [CH3:4][O:5][CH2:6][O:7][CH2:8][C:9]1[CH:10]=[C:11]([C:20]([OH:22])=[O:21])[N:12]([C:14]2[CH:15]=[CH:16][CH:17]=[CH:18][CH:19]=2)[N:13]=1. The catalyst class is: 8. (4) Reactant: [H-].[Na+].[Br:3][C:4]1[C:12]2[C:7](=[CH:8][CH:9]=[CH:10][CH:11]=2)[NH:6][C:5]=1[C:13]1[CH:18]=[CH:17][CH:16]=[CH:15][CH:14]=1.[CH2:19]([O:21][CH2:22][CH2:23]Cl)[CH3:20].O. Product: [Br:3][C:4]1[C:12]2[C:7](=[CH:8][CH:9]=[CH:10][CH:11]=2)[N:6]([CH2:20][CH2:19][O:21][CH2:22][CH3:23])[C:5]=1[C:13]1[CH:18]=[CH:17][CH:16]=[CH:15][CH:14]=1. The catalyst class is: 9. (5) Product: [N:19]1[CH:20]=[CH:21][CH:22]=[CH:23][C:18]=1[C:16]([NH:15][C:7]12[CH2:13][CH:11]3[CH2:10][CH:9]([CH2:14][C:5]([C:3]([OH:4])=[O:2])([CH2:12]3)[CH2:6]1)[CH2:8]2)=[O:17]. The catalyst class is: 6. Reactant: C[O:2][C:3]([C:5]12[CH2:14][CH:9]3[CH2:10][CH:11]([CH2:13][C:7]([NH:15][C:16]([C:18]4[CH:23]=[CH:22][CH:21]=[CH:20][N:19]=4)=[O:17])([CH2:8]3)[CH2:6]1)[CH2:12]2)=[O:4].O1CCCC1.O.[OH-].[Li+]. (6) Reactant: [H-].[Li+].C([Al+]CC(C)C)C(C)C.[H-].C([O:16][C:17](=O)[C:18]1[CH:23]=[CH:22][CH:21]=[C:20]([Cl:24])[C:19]=1[O:25][CH2:26][CH2:27][CH3:28])CC. Product: [Cl:24][C:20]1[C:19]([O:25][CH2:26][CH2:27][CH3:28])=[C:18]([CH2:17][OH:16])[CH:23]=[CH:22][CH:21]=1. The catalyst class is: 1. (7) Reactant: [CH:1]1([C:4]2[CH:41]=[CH:40][C:7]([CH2:8][O:9][C:10]3[CH:15]=[CH:14][C:13]([CH:16]4[CH2:19][N:18]([C:20]([C:22]5[CH:27]=[C:26]([CH2:28][O:29][CH2:30][C@@H:31]6[CH2:35][O:34]C(C)(C)[O:32]6)[CH:25]=[CH:24][N:23]=5)=[O:21])[CH2:17]4)=[CH:12][C:11]=3[O:38][CH3:39])=[CH:6][CH:5]=2)[CH2:3][CH2:2]1.C1(C2C=CC(COC3C=CC(C4CN(C(C5C=C([C@H](C6COC(C)(C)O6)OC)C=CN=5)=O)C4)=CC=3OC)=CC=2)CC1.Cl. Product: [CH:1]1([C:4]2[CH:41]=[CH:40][C:7]([CH2:8][O:9][C:10]3[CH:15]=[CH:14][C:13]([CH:16]4[CH2:17][N:18]([C:20]([C:22]5[CH:27]=[C:26]([CH2:28][O:29][CH2:30][C@@H:31]([OH:32])[CH2:35][OH:34])[CH:25]=[CH:24][N:23]=5)=[O:21])[CH2:19]4)=[CH:12][C:11]=3[O:38][CH3:39])=[CH:6][CH:5]=2)[CH2:3][CH2:2]1. The catalyst class is: 7.